This data is from Full USPTO retrosynthesis dataset with 1.9M reactions from patents (1976-2016). The task is: Predict the reactants needed to synthesize the given product. (1) Given the product [C:23]([SiH2:27][O:28][C:29]([CH3:40])([CH3:39])[C:30]1[CH:31]=[C:32]([CH:35]=[CH:36][C:37]=1[Cl:38])[CH2:33][NH:34][C:53](=[O:54])[CH2:52][C:51]([F:57])([F:56])[F:50])([CH3:26])([CH3:24])[CH3:25], predict the reactants needed to synthesize it. The reactants are: CN(C(ON1N=NC2C=CC=CC1=2)=[N+](C)C)C.[B-](F)(F)(F)F.[C:23]([SiH2:27][O:28][C:29]([CH3:40])([CH3:39])[C:30]1[CH:31]=[C:32]([CH:35]=[CH:36][C:37]=1[Cl:38])[CH2:33][NH2:34])([CH3:26])([CH3:25])[CH3:24].CCN(C(C)C)C(C)C.[F:50][C:51]([F:57])([F:56])[CH2:52][C:53](O)=[O:54]. (2) Given the product [Br:1][C:2]1[C:3]([CH3:25])=[N:4][S:5][C:6]=1[NH:7][C@H:8]([C:13]([O:15][CH3:16])=[O:14])[CH2:9][CH:10]([CH3:12])[CH3:11], predict the reactants needed to synthesize it. The reactants are: [Br:1][C:2]1[C:3]([CH3:25])=[N:4][S:5][C:6]=1[N:7](C(OCC(Cl)(Cl)Cl)=O)[C@H:8]([C:13]([O:15][CH3:16])=[O:14])[CH2:9][CH:10]([CH3:12])[CH3:11]. (3) The reactants are: Br[C:2]1[CH:3]=[C:4]2[C:9](=[CH:10][CH:11]=1)[N:8]=[C:7]([C:12]1[CH:17]=[CH:16][CH:15]=[C:14]([C:18]([F:21])([F:20])[F:19])[CH:13]=1)[C:6]([CH3:22])=[C:5]2[C:23]([OH:25])=[O:24].[CH3:26][S:27]([O-:29])=[O:28].[Na+].Cl. Given the product [CH3:22][C:6]1[C:7]([C:12]2[CH:17]=[CH:16][CH:15]=[C:14]([C:18]([F:21])([F:20])[F:19])[CH:13]=2)=[N:8][C:9]2[C:4]([C:5]=1[C:23]([OH:25])=[O:24])=[CH:3][C:2]([S:27]([CH3:26])(=[O:29])=[O:28])=[CH:11][CH:10]=2, predict the reactants needed to synthesize it. (4) The reactants are: [F:1][C:2]([F:26])([F:25])[CH2:3][NH:4][C:5]([C:7]1([CH2:20][CH2:21][CH2:22][CH2:23]Br)[C:19]2[CH:18]=[CH:17][CH:16]=[CH:15][C:14]=2[C:13]2[C:8]1=[CH:9][CH:10]=[CH:11][CH:12]=2)=[O:6].[CH3:27][N:28]1[C:36]2[N:35]=[CH:34][CH:33]=[CH:32][C:31]=2[N:30]=[C:29]1[N:37]1[CH2:42][CH2:41][NH:40][CH2:39][CH2:38]1. Given the product [F:1][C:2]([F:26])([F:25])[CH2:3][NH:4][C:5]([C:7]1([CH2:20][CH2:21][CH2:22][CH2:23][N:40]2[CH2:41][CH2:42][N:37]([C:29]3[N:28]([CH3:27])[C:36]4[N:35]=[CH:34][CH:33]=[CH:32][C:31]=4[N:30]=3)[CH2:38][CH2:39]2)[C:19]2[CH:18]=[CH:17][CH:16]=[CH:15][C:14]=2[C:13]2[C:8]1=[CH:9][CH:10]=[CH:11][CH:12]=2)=[O:6], predict the reactants needed to synthesize it. (5) The reactants are: CO[CH:3](OC)[N:4]([CH3:6])[CH3:5].[F:9][C:10]1[CH:15]=[CH:14][C:13]([C:16](=[O:29])[CH2:17][C:18]2[CH:28]=[CH:27][C:21]3[O:22][CH2:23][C:24](=[O:26])[NH:25][C:20]=3[CH:19]=2)=[C:12]([CH3:30])[CH:11]=1. Given the product [CH3:6][N:4]([CH3:5])[CH:3]=[C:17]([C:18]1[CH:28]=[CH:27][C:21]2[O:22][CH2:23][C:24](=[O:26])[NH:25][C:20]=2[CH:19]=1)[C:16]([C:13]1[CH:14]=[CH:15][C:10]([F:9])=[CH:11][C:12]=1[CH3:30])=[O:29], predict the reactants needed to synthesize it. (6) Given the product [F:19][C:20]1[CH:28]=[C:27]([F:29])[CH:26]=[CH:25][C:21]=1[C:22]([N:2]1[CH2:7][CH2:6][CH2:5][CH:4]([C:8]2[N:12]=[C:11]([C:13]3[CH:18]=[CH:17][N:16]=[CH:15][CH:14]=3)[O:10][N:9]=2)[CH2:3]1)=[O:23], predict the reactants needed to synthesize it. The reactants are: Cl.[NH:2]1[CH2:7][CH2:6][CH2:5][CH:4]([C:8]2[N:12]=[C:11]([C:13]3[CH:18]=[CH:17][N:16]=[CH:15][CH:14]=3)[O:10][N:9]=2)[CH2:3]1.[F:19][C:20]1[CH:28]=[C:27]([F:29])[CH:26]=[CH:25][C:21]=1[C:22](Cl)=[O:23]. (7) Given the product [C:18]([C:22]1[CH:27]=[CH:26][C:25]([S:28]([NH:1][C:2]2[CH:7]=[C:6]([F:8])[C:5]([F:9])=[CH:4][C:3]=2[C:10]([C:12]2[CH:13]=[CH:14][N:15]=[CH:16][CH:17]=2)=[O:11])(=[O:30])=[O:29])=[CH:24][CH:23]=1)([CH3:21])([CH3:19])[CH3:20], predict the reactants needed to synthesize it. The reactants are: [NH2:1][C:2]1[CH:7]=[C:6]([F:8])[C:5]([F:9])=[CH:4][C:3]=1[C:10]([C:12]1[CH:17]=[CH:16][N:15]=[CH:14][CH:13]=1)=[O:11].[C:18]([C:22]1[CH:27]=[CH:26][C:25]([S:28](Cl)(=[O:30])=[O:29])=[CH:24][CH:23]=1)([CH3:21])([CH3:20])[CH3:19]. (8) Given the product [Cl:1][C:2]1[CH:3]=[C:4]([Cl:11])[N:5]=[CH:6][C:7]=1[C:8]([N:15]1[CH:16]([CH3:19])[CH2:17][CH2:18][CH:14]1[CH3:13])=[O:9], predict the reactants needed to synthesize it. The reactants are: [Cl:1][C:2]1[C:7]([C:8](Cl)=[O:9])=[CH:6][N:5]=[C:4]([Cl:11])[CH:3]=1.Cl.[CH3:13][CH:14]1[CH2:18][CH2:17][CH:16]([CH3:19])[NH:15]1.C(N(CC)CC)C.